This data is from Catalyst prediction with 721,799 reactions and 888 catalyst types from USPTO. The task is: Predict which catalyst facilitates the given reaction. (1) Reactant: Br[C:2]1[CH:3]=[CH:4][C:5]([O:8][CH3:9])=[N:6][CH:7]=1.[C:10]([O:14][CH2:15][CH3:16])(=[O:13])[CH:11]=[CH2:12].C(N(CC)CC)C.C1(C)C=CC=CC=1P(C1C=CC=CC=1C)C1C=CC=CC=1C. Product: [CH3:9][O:8][C:5]1[N:6]=[CH:7][C:2]([CH:12]=[CH:11][C:10]([O:14][CH2:15][CH3:16])=[O:13])=[CH:3][CH:4]=1. The catalyst class is: 524. (2) Reactant: [CH3:1][N:2]1[C:7]2[C:8](C)=[CH:9][NH:10][C:6]=2[C:5](=[O:12])[N:4]([CH3:13])[C:3]1=[O:14].[Br:15]Br. Product: [Br:15][C:8]1[C:7]2[N:2]([CH3:1])[C:3](=[O:14])[N:4]([CH3:13])[C:5](=[O:12])[C:6]=2[NH:10][CH:9]=1. The catalyst class is: 86. (3) Reactant: [CH2:1]([N:8]1[CH:13]=[CH:12][C:11]([O:14][CH2:15][C:16]2[CH:21]=[CH:20][CH:19]=[CH:18][CH:17]=2)=[C:10]([CH:22]=[CH2:23])[C:9]1=[O:24])[C:2]1[CH:7]=[CH:6][CH:5]=[CH:4][CH:3]=1.[H][H]. Product: [CH2:1]([N:8]1[CH:13]=[CH:12][C:11]([O:14][CH2:15][C:16]2[CH:21]=[CH:20][CH:19]=[CH:18][CH:17]=2)=[C:10]([CH2:22][CH3:23])[C:9]1=[O:24])[C:2]1[CH:3]=[CH:4][CH:5]=[CH:6][CH:7]=1. The catalyst class is: 579. (4) The catalyst class is: 53. Reactant: [C:1]1([CH3:10])[CH:6]=[CH:5][CH:4]=[C:3]([C:7]([OH:9])=[O:8])[CH:2]=1.[Br:11]N1C(=O)CCC1=O.C(OOC(C)(C)C)(=O)C1C=CC=CC=1. Product: [Br:11][CH2:10][C:1]1[CH:2]=[C:3]([CH:4]=[CH:5][CH:6]=1)[C:7]([OH:9])=[O:8].